Dataset: NCI-60 drug combinations with 297,098 pairs across 59 cell lines. Task: Regression. Given two drug SMILES strings and cell line genomic features, predict the synergy score measuring deviation from expected non-interaction effect. (1) Drug 1: CCCCCOC(=O)NC1=NC(=O)N(C=C1F)C2C(C(C(O2)C)O)O. Drug 2: CC1=C(C(=O)C2=C(C1=O)N3CC4C(C3(C2COC(=O)N)OC)N4)N. Cell line: SNB-75. Synergy scores: CSS=10.7, Synergy_ZIP=-5.70, Synergy_Bliss=-0.205, Synergy_Loewe=-29.3, Synergy_HSA=0.515. (2) Drug 1: CC(C)CN1C=NC2=C1C3=CC=CC=C3N=C2N. Drug 2: CC1CCCC2(C(O2)CC(NC(=O)CC(C(C(=O)C(C1O)C)(C)C)O)C(=CC3=CSC(=N3)C)C)C. Cell line: MDA-MB-435. Synergy scores: CSS=25.9, Synergy_ZIP=0.367, Synergy_Bliss=-1.19, Synergy_Loewe=-5.92, Synergy_HSA=0.333. (3) Drug 1: CS(=O)(=O)CCNCC1=CC=C(O1)C2=CC3=C(C=C2)N=CN=C3NC4=CC(=C(C=C4)OCC5=CC(=CC=C5)F)Cl. Drug 2: C1=NNC2=C1C(=O)NC=N2. Cell line: NCI-H460. Synergy scores: CSS=11.1, Synergy_ZIP=-3.56, Synergy_Bliss=0.151, Synergy_Loewe=-0.850, Synergy_HSA=0.542. (4) Drug 1: COC1=CC(=CC(=C1O)OC)C2C3C(COC3=O)C(C4=CC5=C(C=C24)OCO5)OC6C(C(C7C(O6)COC(O7)C8=CC=CS8)O)O. Drug 2: COC1=NC(=NC2=C1N=CN2C3C(C(C(O3)CO)O)O)N. Cell line: SK-MEL-5. Synergy scores: CSS=23.0, Synergy_ZIP=-3.87, Synergy_Bliss=3.83, Synergy_Loewe=-28.6, Synergy_HSA=-0.352. (5) Drug 1: COC1=C(C=C2C(=C1)N=CN=C2NC3=CC(=C(C=C3)F)Cl)OCCCN4CCOCC4. Drug 2: CC=C1C(=O)NC(C(=O)OC2CC(=O)NC(C(=O)NC(CSSCCC=C2)C(=O)N1)C(C)C)C(C)C. Cell line: CCRF-CEM. Synergy scores: CSS=32.5, Synergy_ZIP=-1.72, Synergy_Bliss=0.253, Synergy_Loewe=-18.7, Synergy_HSA=1.83. (6) Synergy scores: CSS=2.87, Synergy_ZIP=0.801, Synergy_Bliss=4.65, Synergy_Loewe=3.44, Synergy_HSA=3.18. Drug 1: CCCS(=O)(=O)NC1=C(C(=C(C=C1)F)C(=O)C2=CNC3=C2C=C(C=N3)C4=CC=C(C=C4)Cl)F. Drug 2: C1CCN(CC1)CCOC2=CC=C(C=C2)C(=O)C3=C(SC4=C3C=CC(=C4)O)C5=CC=C(C=C5)O. Cell line: HOP-92. (7) Drug 1: C(=O)(N)NO. Drug 2: C1C(C(OC1N2C=NC3=C2NC=NCC3O)CO)O. Cell line: RXF 393. Synergy scores: CSS=-1.39, Synergy_ZIP=2.20, Synergy_Bliss=2.09, Synergy_Loewe=-4.14, Synergy_HSA=-2.09. (8) Drug 1: C1CCC(C1)C(CC#N)N2C=C(C=N2)C3=C4C=CNC4=NC=N3. Drug 2: CC=C1C(=O)NC(C(=O)OC2CC(=O)NC(C(=O)NC(CSSCCC=C2)C(=O)N1)C(C)C)C(C)C. Cell line: IGROV1. Synergy scores: CSS=46.5, Synergy_ZIP=-1.37, Synergy_Bliss=-2.02, Synergy_Loewe=-61.8, Synergy_HSA=-0.930. (9) Drug 1: CC12CCC(CC1=CCC3C2CCC4(C3CC=C4C5=CN=CC=C5)C)O. Drug 2: CCC1=CC2CC(C3=C(CN(C2)C1)C4=CC=CC=C4N3)(C5=C(C=C6C(=C5)C78CCN9C7C(C=CC9)(C(C(C8N6C)(C(=O)OC)O)OC(=O)C)CC)OC)C(=O)OC.C(C(C(=O)O)O)(C(=O)O)O. Cell line: UO-31. Synergy scores: CSS=22.4, Synergy_ZIP=9.96, Synergy_Bliss=9.60, Synergy_Loewe=11.6, Synergy_HSA=11.7.